Dataset: Forward reaction prediction with 1.9M reactions from USPTO patents (1976-2016). Task: Predict the product of the given reaction. (1) Given the reactants [B-](F)(F)(F)F.CCOC(C(C#N)=NOC(N(C)C)=[N+](C)C)=O.[NH:23]1[C:27]2[CH:28]=[CH:29][CH:30]=[CH:31][C:26]=2[N:25]=[C:24]1[NH:32][CH2:33][CH2:34][CH2:35][CH2:36][CH2:37][NH2:38].[CH3:39][O:40][C:41](=[O:63])[CH2:42][CH:43]1[C:49]2[CH:50]=[CH:51][CH:52]=[CH:53][C:48]=2[C:47](=[O:54])[N:46]([CH3:55])[C:45]2[CH:56]=[C:57]([C:60](O)=[O:61])[CH:58]=[CH:59][C:44]1=2.CN1CCOCC1, predict the reaction product. The product is: [NH:23]1[C:27]2[CH:28]=[CH:29][CH:30]=[CH:31][C:26]=2[N:25]=[C:24]1[NH:32][CH2:33][CH2:34][CH2:35][CH2:36][CH2:37][NH:38][C:60]([C:57]1[CH:58]=[CH:59][C:44]2[CH:43]([CH2:42][C:41]([O:40][CH3:39])=[O:63])[C:49]3[CH:50]=[CH:51][CH:52]=[CH:53][C:48]=3[C:47](=[O:54])[N:46]([CH3:55])[C:45]=2[CH:56]=1)=[O:61]. (2) Given the reactants [CH3:1][N:2]([CH2:10]C1CCNCC1)[C:3](=[O:9])[O:4][C:5]([CH3:8])([CH3:7])[CH3:6].Cl.Cl[C:19]1C=C[N:22]=[CH:21][N:20]=1.[CH3:25][CH2:26][N:27]([CH:31]([CH3:33])C)[CH:28]([CH3:30])C, predict the reaction product. The product is: [CH3:10][N:2]([CH:1]1[CH2:25][CH2:26][N:27]([C:28]2[CH:30]=[CH:19][N:20]=[CH:21][N:22]=2)[CH2:31][CH2:33]1)[C:3](=[O:9])[O:4][C:5]([CH3:6])([CH3:7])[CH3:8]. (3) Given the reactants CCN(C(C)C)C(C)C.C(Cl)CCl.[Br:14][C:15]1[C:16]([S:22]([NH2:25])(=[O:24])=[O:23])=[C:17]([Cl:21])[S:18][C:19]=1[Cl:20].[C:26]([O:30][C:31]([N:33]1[CH2:38][CH2:37][CH:36]([C:39](O)=[O:40])[CH2:35][CH2:34]1)=[O:32])([CH3:29])([CH3:28])[CH3:27], predict the reaction product. The product is: [C:26]([O:30][C:31]([N:33]1[CH2:38][CH2:37][CH:36]([C:39]([NH:25][S:22]([C:16]2[C:15]([Br:14])=[C:19]([Cl:20])[S:18][C:17]=2[Cl:21])(=[O:23])=[O:24])=[O:40])[CH2:35][CH2:34]1)=[O:32])([CH3:29])([CH3:28])[CH3:27].